From a dataset of Catalyst prediction with 721,799 reactions and 888 catalyst types from USPTO. Predict which catalyst facilitates the given reaction. (1) Reactant: [CH3:1][C:2]1([CH3:26])[C:10]2([O:15][C:14]3[CH:16]=[CH:17][C:18]([N+:20]([O-:22])=[O:21])=[CH:19][C:13]=3[CH:12]=[CH:11]2)[N:9]([CH2:23][CH2:24][OH:25])[C:8]2[C:3]1=[CH:4][CH:5]=[CH:6][CH:7]=2.C(N(CC)CC)C.[C:34]1(=[O:40])[O:39][C:37](=[O:38])[CH2:36][CH2:35]1. Product: [CH3:1][C:2]1([CH3:26])[C:3]2[C:8](=[CH:7][CH:6]=[CH:5][CH:4]=2)[N:9]([CH2:23][CH2:24][O:25][C:34](=[O:40])[CH2:35][CH2:36][C:37]([OH:39])=[O:38])[C:10]21[CH:11]=[CH:12][C:13]1[C:14](=[CH:16][CH:17]=[C:18]([N+:20]([O-:22])=[O:21])[CH:19]=1)[O:15]2. The catalyst class is: 119. (2) Reactant: C([O:3][C:4](=[O:20])[CH2:5][N:6]([C:8](=[O:19])[CH2:9][N:10]([C:12]([O:14][C:15]([CH3:18])([CH3:17])[CH3:16])=[O:13])[CH3:11])[CH3:7])C.[OH-].[Na+]. Product: [C:15]([O:14][C:12]([N:10]([CH3:11])[CH2:9][C:8]([N:6]([CH2:5][C:4]([OH:20])=[O:3])[CH3:7])=[O:19])=[O:13])([CH3:18])([CH3:17])[CH3:16]. The catalyst class is: 5. (3) Reactant: [CH3:1][N:2]1[C:8](=[O:9])[CH2:7][C:6]2[CH:10]=[CH:11][CH2:12][CH2:13][C:5]=2[CH2:4][CH2:3]1.C([O:19][N:20]=O)CC(C)C.C[Si]([N-][Si](C)(C)C)(C)C.[Na+]. Product: [OH:19][N:20]=[C:7]1[C:6]2[CH:10]=[CH:11][CH2:12][CH2:13][C:5]=2[CH2:4][CH2:3][N:2]([CH3:1])[C:8]1=[O:9]. The catalyst class is: 1. (4) Reactant: N[C@H](C([O-])=O)CCC([O-])=O.NCC(O)=O.[CH3:16][C@:17]12[C:28]3[CH:29]=[CH:30][CH:31]=[CH:32][C:27]=3[C@H:25]([NH:26]1)[CH2:24][C:23]1[CH:22]=[CH:21][CH:20]=[CH:19][C:18]2=1. Product: [CH3:16][C:17]12[C:28]3[C:27](=[CH:32][CH:31]=[CH:30][CH:29]=3)[CH:25]([NH:26]1)[CH2:24][C:23]1[C:18]2=[CH:19][CH:20]=[CH:21][CH:22]=1. The catalyst class is: 16. (5) Reactant: Br[C:2]1[C:3]([O:28][CH3:29])=[C:4]([CH:10]([NH:12][C:13]2[N:21]=[CH:20][N:19]=[C:18]3[C:14]=2[N:15]=[CH:16][N:17]3[CH:22]2[CH2:27][CH2:26][CH2:25][CH2:24][O:23]2)[CH3:11])[CH:5]=[C:6]([Cl:9])[C:7]=1[CH3:8].[CH3:30][N:31]1[CH:35]=[C:34](B2OC(C)(C)C(C)(C)O2)[CH:33]=[C:32]1[C:45]([O:47][CH2:48][C:49]1[CH:54]=[CH:53][CH:52]=[CH:51][CH:50]=1)=[O:46].C(=O)([O-])[O-].[Na+].[Na+].O1CCOCC1. Product: [Cl:9][C:6]1[C:7]([CH3:8])=[C:2]([C:34]2[CH:33]=[C:32]([C:45]([O:47][CH2:48][C:49]3[CH:54]=[CH:53][CH:52]=[CH:51][CH:50]=3)=[O:46])[N:31]([CH3:30])[CH:35]=2)[C:3]([O:28][CH3:29])=[C:4]([CH:10]([NH:12][C:13]2[N:21]=[CH:20][N:19]=[C:18]3[C:14]=2[N:15]=[CH:16][N:17]3[CH:22]2[CH2:27][CH2:26][CH2:25][CH2:24][O:23]2)[CH3:11])[CH:5]=1. The catalyst class is: 103. (6) Product: [Cl:31][C:32]1[C:37]([Cl:38])=[CH:36][CH:35]=[CH:34][C:33]=1[S:39]([O:17][C:14]1[CH:15]=[CH:16][C:11]([C:10]2[C:3]3[C:4](=[N:5][CH:6]=[N:7][C:2]=3[NH2:1])[N:8]([C@H:18]3[CH2:23][CH2:22][C@@H:21]([N:24]4[CH2:25][CH2:26][N:27]([CH3:30])[CH2:28][CH2:29]4)[CH2:20][CH2:19]3)[N:9]=2)=[CH:12][CH:13]=1)(=[O:41])=[O:40]. The catalyst class is: 4. Reactant: [NH2:1][C:2]1[N:7]=[CH:6][N:5]=[C:4]2[N:8]([C@H:18]3[CH2:23][CH2:22][C@@H:21]([N:24]4[CH2:29][CH2:28][N:27]([CH3:30])[CH2:26][CH2:25]4)[CH2:20][CH2:19]3)[N:9]=[C:10]([C:11]3[CH:16]=[CH:15][C:14]([OH:17])=[CH:13][CH:12]=3)[C:3]=12.[Cl:31][C:32]1[C:37]([Cl:38])=[CH:36][CH:35]=[CH:34][C:33]=1[S:39](Cl)(=[O:41])=[O:40].C(N(CC)CC)C. (7) Reactant: Cl.[Cl:2][CH2:3][CH2:4][CH2:5][N:6]([CH3:32])[C:7]([C:9]1[CH:10]=[N:11][N:12]2[CH:17]=[CH:16][C:15]([N:18]3[CH2:22][CH2:21][CH2:20][C@@H:19]3[C:23]3[C:24]([O:30]C)=[N:25][CH:26]=[C:27]([F:29])[CH:28]=3)=[N:14][C:13]=12)=[O:8]. Product: [Cl:2][CH2:3][CH2:4][CH2:5][N:6]([CH3:32])[C:7]([C:9]1[CH:10]=[N:11][N:12]2[CH:17]=[CH:16][C:15]([N:18]3[CH2:22][CH2:21][CH2:20][C@@H:19]3[C:23]3[C:24](=[O:30])[NH:25][CH:26]=[C:27]([F:29])[CH:28]=3)=[N:14][C:13]=12)=[O:8]. The catalyst class is: 10.